This data is from Reaction yield outcomes from USPTO patents with 853,638 reactions. The task is: Predict the reaction yield, written as a fraction of the theoretical maximum amount of product (1.0 means a 100% yield; for example, 0.34 means a 34% yield). The reactants are [C:1]([O:5][C:6]([N:8]1[CH2:13][CH2:12][C:11](Br)([CH:14]([Br:25])[C:15]2[CH:20]=[CH:19][C:18]([C:21]([O:23]C)=[O:22])=[CH:17][CH:16]=2)[CH2:10][CH2:9]1)=[O:7])([CH3:4])([CH3:3])[CH3:2]. The yield is 0.870. The product is [C:1]([O:5][C:6]([N:8]1[CH2:13][CH2:12][C:11](=[C:14]([Br:25])[C:15]2[CH:20]=[CH:19][C:18]([C:21]([OH:23])=[O:22])=[CH:17][CH:16]=2)[CH2:10][CH2:9]1)=[O:7])([CH3:4])([CH3:2])[CH3:3]. The catalyst is CO.[OH-].[Na+].